This data is from Forward reaction prediction with 1.9M reactions from USPTO patents (1976-2016). The task is: Predict the product of the given reaction. (1) Given the reactants C(Cl)(=O)C(Cl)=O.CS(C)=O.[CH2:11]([O:18][C@@H:19]([CH3:41])[C@H:20]([CH2:39]O)[NH:21][C:22]([O:24][CH2:25][CH:26]1[C:38]2[C:33](=[CH:34][CH:35]=[CH:36][CH:37]=2)[C:32]2[C:27]1=[CH:28][CH:29]=[CH:30][CH:31]=2)=[O:23])[C:12]1[CH:17]=[CH:16][CH:15]=[CH:14][CH:13]=1.CCN(C(C)C)C(C)C.C1(P(=[CH:70][C:71]([O:73][CH2:74][C:75]2[CH:80]=[CH:79][CH:78]=[CH:77][CH:76]=2)=[O:72])(C2C=CC=CC=2)C2C=CC=CC=2)C=CC=CC=1, predict the reaction product. The product is: [CH2:11]([O:18][C@@H:19]([CH3:41])[C@@H:20]([NH:21][C:22]([O:24][CH2:25][CH:26]1[C:38]2[CH:37]=[CH:36][CH:35]=[CH:34][C:33]=2[C:32]2[C:27]1=[CH:28][CH:29]=[CH:30][CH:31]=2)=[O:23])/[CH:39]=[CH:70]/[C:71]([O:73][CH2:74][C:75]1[CH:80]=[CH:79][CH:78]=[CH:77][CH:76]=1)=[O:72])[C:12]1[CH:13]=[CH:14][CH:15]=[CH:16][CH:17]=1. (2) Given the reactants [C:1]1([C:12]2[CH:17]=[CH:16][CH:15]=[CH:14][CH:13]=2)[CH:6]=[CH:5][C:4]([O:7][CH2:8][C:9](O)=[O:10])=[CH:3][CH:2]=1.O=S(Cl)[Cl:20], predict the reaction product. The product is: [C:1]1([C:12]2[CH:17]=[CH:16][CH:15]=[CH:14][CH:13]=2)[CH:6]=[CH:5][C:4]([O:7][CH2:8][C:9]([Cl:20])=[O:10])=[CH:3][CH:2]=1. (3) Given the reactants C(OC([N:8]1[CH2:13][CH2:12][N:11]([C:14]([C:16]2[N:17]([CH3:45])[C:18]3[C:23]([CH:24]=2)=[CH:22][C:21]([O:25][C:26]2[CH:31]=[CH:30][C:29]([NH:32][C:33](=[O:44])[C:34]4[CH:39]=[CH:38][C:37]([C:40]([F:43])([F:42])[F:41])=[CH:36][CH:35]=4)=[CH:28][N:27]=2)=[CH:20][CH:19]=3)=[O:15])[CH2:10][CH2:9]1)=O)(C)(C)C.FC(F)(F)C(O)=O, predict the reaction product. The product is: [CH3:45][N:17]1[C:18]2[C:23](=[CH:22][C:21]([O:25][C:26]3[N:27]=[CH:28][C:29]([NH:32][C:33](=[O:44])[C:34]4[CH:39]=[CH:38][C:37]([C:40]([F:42])([F:41])[F:43])=[CH:36][CH:35]=4)=[CH:30][CH:31]=3)=[CH:20][CH:19]=2)[CH:24]=[C:16]1[C:14]([N:11]1[CH2:10][CH2:9][NH:8][CH2:13][CH2:12]1)=[O:15]. (4) Given the reactants ClC1N=C(NC2C=CC3OCCOC=3C=2)C(F)=CN=1.[Cl:20][C:21]1[N:26]=[C:25](Cl)[C:24]([N+:28]([O-:30])=[O:29])=[C:23]([C:31]([O:33][CH2:34][CH3:35])=[O:32])[N:22]=1.Cl.[CH2:37]([O:39][C:40](=[O:43])[CH2:41][NH2:42])[CH3:38], predict the reaction product. The product is: [CH2:37]([O:39][C:40](=[O:43])[CH2:41][NH:42][C:25]1[C:24]([N+:28]([O-:30])=[O:29])=[C:23]([C:31]([O:33][CH2:34][CH3:35])=[O:32])[N:22]=[C:21]([Cl:20])[N:26]=1)[CH3:38]. (5) Given the reactants [CH3:1][O:2][C:3]1[CH:4]=[CH:5][C:6]2[C:10]([CH:11]=1)=[N:9][N:8]([CH3:12])[CH:7]=2.[OH-].[K+].[I:15]I, predict the reaction product. The product is: [I:15][C:7]1[N:8]([CH3:12])[N:9]=[C:10]2[C:6]=1[CH:5]=[CH:4][C:3]([O:2][CH3:1])=[CH:11]2. (6) Given the reactants [CH3:1][S:2]([O:5][C:6]1[CH:7]=[CH:8][C:9]([N+:16]([O-])=O)=[C:10]([CH:15]=1)[O:11][CH2:12][CH2:13][Br:14])(=[O:4])=[O:3], predict the reaction product. The product is: [CH3:1][S:2]([O:5][C:6]1[CH:7]=[CH:8][C:9]([NH2:16])=[C:10]([CH:15]=1)[O:11][CH2:12][CH2:13][Br:14])(=[O:3])=[O:4]. (7) Given the reactants Cl[C:2]1[C:3]2[C:17]([Cl:18])=[CH:16][NH:15][C:4]=2[N:5]=[C:6]([NH:8][C:9]2[CH:10]=[N:11][N:12]([CH3:14])[CH:13]=2)[N:7]=1.[NH:19]1[CH2:24][CH2:23][CH2:22][C@@H:21]([NH:25][C:26](=[O:32])[O:27][C:28]([CH3:31])([CH3:30])[CH3:29])[CH2:20]1.CCN(C(C)C)C(C)C.O, predict the reaction product. The product is: [Cl:18][C:17]1[C:3]2[C:2]([N:19]3[CH2:24][CH2:23][CH2:22][CH:21]([NH:25][C:26](=[O:32])[O:27][C:28]([CH3:30])([CH3:29])[CH3:31])[CH2:20]3)=[N:7][C:6]([NH:8][C:9]3[CH:10]=[N:11][N:12]([CH3:14])[CH:13]=3)=[N:5][C:4]=2[NH:15][CH:16]=1.